From a dataset of Reaction yield outcomes from USPTO patents with 853,638 reactions. Predict the reaction yield, written as a fraction of the theoretical maximum amount of product (1.0 means a 100% yield; for example, 0.34 means a 34% yield). The reactants are [NH2:1][C:2]1[C:11]([O:12][C@H:13]([CH2:17][N:18]2[CH:22]=[CH:21][N:20]=[CH:19]2)[CH:14]([CH3:16])[CH3:15])=[CH:10][CH:9]=[C:8]2[C:3]=1[CH2:4][CH2:5][CH2:6][C:7]2=[O:23].[C:24]1([C:34](O)=[O:35])[C:33]2[C:28](=[CH:29][CH:30]=[CH:31][CH:32]=2)[CH:27]=[CH:26][N:25]=1.CCN(CC)CC.CN(C(ON1N=NC2C=CC=NC1=2)=[N+](C)C)C.F[P-](F)(F)(F)(F)F. The catalyst is CN(C=O)C. The product is [N:18]1([CH2:17][C@@H:13]([O:12][C:11]2[CH:10]=[CH:9][C:8]3[C:7](=[O:23])[CH2:6][CH2:5][CH2:4][C:3]=3[C:2]=2[NH:1][C:34]([C:24]2[C:33]3[C:28](=[CH:29][CH:30]=[CH:31][CH:32]=3)[CH:27]=[CH:26][N:25]=2)=[O:35])[CH:14]([CH3:16])[CH3:15])[CH:22]=[CH:21][N:20]=[CH:19]1. The yield is 0.420.